Predict the product of the given reaction. From a dataset of Forward reaction prediction with 1.9M reactions from USPTO patents (1976-2016). (1) Given the reactants C([P:3]([CH2:6][CH2:7][C@@H:8]([O:32]CC1C=CC=CC=1)[C@@H:9]([O:24]CC1C=CC=CC=1)[C@H:10]([O:16]CC1C=CC=CC=1)[CH2:11][N:12]([OH:15])[CH:13]=[O:14])(=[O:5])[OH:4])C.C1C[O:43]CC1, predict the reaction product. The product is: [OH:32][C@@H:8]([C@@H:9]([OH:24])[C@H:10]([OH:16])[CH2:11][N:12]([OH:15])[CH:13]=[O:14])[CH2:7][CH2:6][P:3](=[O:5])([OH:4])[OH:43]. (2) Given the reactants [Cl:1][C:2]1[CH:3]=[C:4]([CH:7]=[CH:8][CH:9]=1)C=O.O=[C:11]([CH3:17])[CH2:12][C:13]([O:15][CH3:16])=[O:14].N1CCCCC1.[CH3:24][O-:25].[Na+].Cl.[CH3:28][OH:29], predict the reaction product. The product is: [Cl:1][C:2]1[CH:9]=[C:8]([CH:11]([CH2:17][C:24]([O:29][CH3:28])=[O:25])[CH2:12][C:13]([O:15][CH3:16])=[O:14])[CH:7]=[CH:4][CH:3]=1. (3) The product is: [F:23][C:20]1[CH:21]=[CH:22][C:17]([S:16][C:39]2[C:38](=[O:42])[N:37]([CH3:36])[C:31]3[N:27]=[C:26]([S:10][CH3:9])[N:34]=[CH:33][C:32]=3[CH:40]=2)=[CH:18][CH:19]=1. Given the reactants CNC1C([CH:9]=[S:10])=CN=C(C)N=1.COC(=O)C[S:16][C:17]1[CH:22]=[CH:21][C:20]([F:23])=[CH:19][CH:18]=1.N1CCC[N:27]2[CH2:31][CH2:32][CH2:33][N:34]=[C:26]12.O.[CH3:36][N:37]1C[CH2:40][CH2:39][C:38]1=[O:42], predict the reaction product. (4) Given the reactants [F:1][C:2]1[C:7]([F:8])=[C:6]([C:9]([F:12])([F:11])[F:10])[C:5]([F:13])=[C:4]([F:14])[C:3]=1[NH:15][C:16](=[O:23])[C:17]1[CH:22]=[CH:21][CH:20]=[CH:19][CH:18]=1.[O-]S(C(F)(F)[F:29])(=O)=O.F[N+]1C(C)=CC(C)=CC=1C, predict the reaction product. The product is: [F:29][C:22]1[CH:21]=[CH:20][CH:19]=[CH:18][C:17]=1[C:16]([NH:15][C:3]1[C:2]([F:1])=[C:7]([F:8])[C:6]([C:9]([F:12])([F:11])[F:10])=[C:5]([F:13])[C:4]=1[F:14])=[O:23]. (5) Given the reactants [N:1]1[CH:6]=[CH:5][N:4]=[CH:3][C:2]=1[C:7]([O:9][CH2:10][CH2:11][CH2:12][CH2:13][CH2:14][CH2:15][CH2:16][CH2:17][CH2:18][CH2:19][CH2:20][CH3:21])=[O:8].[CH2:22](O)[CH2:23]CCCCCCCCCCCC, predict the reaction product. The product is: [N:1]1[CH:6]=[CH:5][N:4]=[CH:3][C:2]=1[C:7]([O:9][CH2:10][CH2:11][CH2:12][CH2:13][CH2:14][CH2:15][CH2:16][CH2:17][CH2:18][CH2:19][CH2:20][CH2:21][CH2:22][CH3:23])=[O:8]. (6) Given the reactants [CH2:1]([O:8][C:9]([N:11]1[CH2:14][C:13]([CH2:35][C:36]([OH:38])=O)([NH:15][C:16]([C:18]2[CH:23]=[CH:22][C:21]([CH:24]3[CH2:26][CH2:25]3)=[C:20]([CH2:27][C:28]3[CH:33]=[CH:32][C:31]([F:34])=[CH:30][CH:29]=3)[N:19]=2)=[O:17])[CH2:12]1)=[O:10])[C:2]1[CH:7]=[CH:6][CH:5]=[CH:4][CH:3]=1.C1N=C[N:41](C(N2C=NC=C2)=O)C=1.N, predict the reaction product. The product is: [NH2:41][C:36](=[O:38])[CH2:35][C:13]1([NH:15][C:16]([C:18]2[CH:23]=[CH:22][C:21]([CH:24]3[CH2:25][CH2:26]3)=[C:20]([CH2:27][C:28]3[CH:33]=[CH:32][C:31]([F:34])=[CH:30][CH:29]=3)[N:19]=2)=[O:17])[CH2:14][N:11]([C:9]([O:8][CH2:1][C:2]2[CH:7]=[CH:6][CH:5]=[CH:4][CH:3]=2)=[O:10])[CH2:12]1. (7) Given the reactants [Br:1][C:2]1[C:11]2[C:6](=[C:7]([F:14])[CH:8]=[C:9]([O:12][CH3:13])[CH:10]=2)[N:5]=[CH:4][C:3]=1[NH:15]C(=O)OC(C)(C)C.FC(F)(F)C(O)=O, predict the reaction product. The product is: [Br:1][C:2]1[C:11]2[C:6](=[C:7]([F:14])[CH:8]=[C:9]([O:12][CH3:13])[CH:10]=2)[N:5]=[CH:4][C:3]=1[NH2:15]. (8) Given the reactants [NH2:1][C:2]1[CH:16]=[CH:15][C:5]([CH2:6][P:7](=[O:14])([O:11][CH2:12][CH3:13])[O:8][CH2:9][CH3:10])=[CH:4][CH:3]=1.[C:17]1([C:23]2[O:27][N:26]=[CH:25][C:24]=2[CH2:28][C:29](O)=[O:30])[CH:22]=[CH:21][CH:20]=[CH:19][CH:18]=1.O.ON1C2C=CC=CC=2N=N1.Cl.C(N=C=NCCCN(C)C)C, predict the reaction product. The product is: [CH2:12]([O:11][P:7]([CH2:6][C:5]1[CH:4]=[CH:3][C:2]([NH:1][C:29](=[O:30])[CH2:28][C:24]2[CH:25]=[N:26][O:27][C:23]=2[C:17]2[CH:18]=[CH:19][CH:20]=[CH:21][CH:22]=2)=[CH:16][CH:15]=1)([O:8][CH2:9][CH3:10])=[O:14])[CH3:13]. (9) Given the reactants C([N:5]1[C:9](=[O:10])[CH:8]=[C:7]([C:11]2[CH:16]=[CH:15][C:14]([N:17]3[CH2:21][CH2:20][C@@H:19]([NH:22]C(=O)OC(C)(C)C)[CH2:18]3)=[C:13]([CH:30]=[O:31])[CH:12]=2)[S:6]1(=[O:33])=[O:32])(C)(C)C.C([SiH](C(C)C)C(C)C)(C)C, predict the reaction product. The product is: [NH2:22][C@@H:19]1[CH2:20][CH2:21][N:17]([C:14]2[CH:15]=[CH:16][C:11]([C:7]3[S:6](=[O:33])(=[O:32])[NH:5][C:9](=[O:10])[CH:8]=3)=[CH:12][C:13]=2[CH:30]=[O:31])[CH2:18]1. (10) Given the reactants [F:1][C:2]1([F:18])[CH2:17][C:6]2[S:7][C:8]([NH2:16])=[C:9]([C:10]3[S:14][N:13]=[C:12]([CH3:15])[N:11]=3)[C:5]=2[CH2:4][CH2:3]1.[C:19]12[C:28](=[O:29])[O:27][C:25](=[O:26])[C:20]=1[CH2:21][CH2:22][CH2:23][CH2:24]2, predict the reaction product. The product is: [F:18][C:2]1([F:1])[CH2:17][C:6]2[S:7][C:8]([NH:16][C:28]([C:19]3[CH2:24][CH2:23][CH2:22][CH2:21][C:20]=3[C:25]([OH:27])=[O:26])=[O:29])=[C:9]([C:10]3[S:14][N:13]=[C:12]([CH3:15])[N:11]=3)[C:5]=2[CH2:4][CH2:3]1.